Dataset: Full USPTO retrosynthesis dataset with 1.9M reactions from patents (1976-2016). Task: Predict the reactants needed to synthesize the given product. Given the product [Si:25]([O:28][C:29]1[CH:34]=[C:33]([CH:11]2[CH:12]=[C:8]([C:6]3[CH:7]=[C:2]([Cl:1])[CH:3]=[CH:4][C:5]=3[F:20])[CH2:9][N:10]2[C:13]([O:15][C:16]([CH3:17])([CH3:19])[CH3:18])=[O:14])[CH:32]=[CH:31][CH:30]=1)([C:21]([CH3:24])([CH3:23])[CH3:22])([CH3:27])[CH3:26], predict the reactants needed to synthesize it. The reactants are: [Cl:1][C:2]1[CH:3]=[CH:4][C:5]([F:20])=[C:6]([CH:8]2[CH:12]=[CH:11][N:10]([C:13]([O:15][C:16]([CH3:19])([CH3:18])[CH3:17])=[O:14])[CH2:9]2)[CH:7]=1.[C:21]([Si:25]([O:28][C:29]1[CH:34]=[CH:33][CH:32]=[C:31](I)[CH:30]=1)([CH3:27])[CH3:26])([CH3:24])([CH3:23])[CH3:22].C(N(CCCC)CCCC)CCC.C1([As](C2C=CC=CC=2)C2C=CC=CC=2)C=CC=CC=1.